Dataset: Forward reaction prediction with 1.9M reactions from USPTO patents (1976-2016). Task: Predict the product of the given reaction. Given the reactants [H-].[Na+].[NH:3]1[CH2:7][CH2:6][CH2:5][C@H:4]1[CH2:8][OH:9].F[C:11]1[CH:12]=[CH:13][CH:14]=[C:15]2[C:20]=1[N:19]=[CH:18][C:17]([S:21]([C:24]1[CH:29]=[CH:28][CH:27]=[CH:26][CH:25]=1)(=[O:23])=[O:22])=[CH:16]2, predict the reaction product. The product is: [C:24]1([S:21]([C:17]2[CH:18]=[N:19][C:20]3[C:15]([CH:16]=2)=[CH:14][CH:13]=[CH:12][C:11]=3[O:9][CH2:8][C@@H:4]2[CH2:5][CH2:6][CH2:7][NH:3]2)(=[O:23])=[O:22])[CH:29]=[CH:28][CH:27]=[CH:26][CH:25]=1.